Task: Predict the product of the given reaction.. Dataset: Forward reaction prediction with 1.9M reactions from USPTO patents (1976-2016) (1) Given the reactants [CH:1]1([CH2:7][NH:8][C:9](=[O:42])[CH2:10][CH2:11][C:12]2[C:13]([NH:32][CH2:33][C:34]3[CH:39]=[CH:38][C:37]([O:40][CH3:41])=[CH:36][CH:35]=3)=[N:14][C:15]3[C:20]([CH:21]=2)=[CH:19][C:18](B2OC(C)(C)C(C)(C)O2)=[C:17]([F:31])[CH:16]=3)[CH2:6][CH2:5][CH2:4][CH2:3][CH2:2]1.C([O-])(=O)C.[K+].Br[C:49]1[CH:54]=[CH:53][CH:52]=[CH:51][C:50]=1[CH3:55], predict the reaction product. The product is: [CH:1]1([CH2:7][NH:8][C:9](=[O:42])[CH2:10][CH2:11][C:12]2[C:13]([NH:32][CH2:33][C:34]3[CH:39]=[CH:38][C:37]([O:40][CH3:41])=[CH:36][CH:35]=3)=[N:14][C:15]3[C:20]([CH:21]=2)=[CH:19][C:18]([C:49]2[CH:54]=[CH:53][CH:52]=[CH:51][C:50]=2[CH3:55])=[C:17]([F:31])[CH:16]=3)[CH2:6][CH2:5][CH2:4][CH2:3][CH2:2]1. (2) Given the reactants [F:1][C:2]([F:11])([F:10])[C:3]1[CH:8]=[CH:7][C:6]([OH:9])=[CH:5][CH:4]=1.N1C=CC=CC=1.[S:18](O[S:18]([C:21]([F:24])([F:23])[F:22])(=[O:20])=[O:19])([C:21]([F:24])([F:23])[F:22])(=[O:20])=[O:19], predict the reaction product. The product is: [F:22][C:21]([F:24])([F:23])[S:18]([O:9][C:6]1[CH:5]=[CH:4][C:3]([C:2]([F:10])([F:11])[F:1])=[CH:8][CH:7]=1)(=[O:20])=[O:19]. (3) Given the reactants C1COCC1.[F-].C([N+](CCCC)(CCCC)CCCC)CCC.[C:24]1([S:30][C:31]2[C:32]3[CH:47]=[C:46]4[C:41]([CH:42]=[CH:43][CH:44]=[CH:45]4)=[CH:40][C:33]=3[S:34][C:35]=2[Si](C)(C)C)[CH:29]=[CH:28][CH:27]=[CH:26][CH:25]=1, predict the reaction product. The product is: [C:24]1([S:30][C:31]2[C:32]3[CH:47]=[C:46]4[C:41]([CH:42]=[CH:43][CH:44]=[CH:45]4)=[CH:40][C:33]=3[S:34][CH:35]=2)[CH:29]=[CH:28][CH:27]=[CH:26][CH:25]=1. (4) The product is: [C:1]([O:5][C:6]([NH:8][C@H:9]1[CH2:10][CH2:11][C@H:12]([NH:15][C:16]2[C:21]([CH3:22])=[C:20]([N:23]([O:35][C:36]([CH3:37])([CH3:38])[CH3:39])[C:24]([C:26]3[CH:27]=[CH:28][C:29]([O:32][CH2:33][CH3:34])=[CH:30][CH:31]=3)=[O:25])[N:19]3[N:40]=[CH:41][C:42]([C:43]([OH:45])=[O:44])=[C:18]3[N:17]=2)[CH2:13][CH2:14]1)=[O:7])([CH3:2])([CH3:3])[CH3:4]. Given the reactants [C:1]([O:5][C:6]([NH:8][C@H:9]1[CH2:14][CH2:13][C@H:12]([NH:15][C:16]2[C:21]([CH3:22])=[C:20]([N:23]([O:35][C:36]([CH3:39])([CH3:38])[CH3:37])[C:24]([C:26]3[CH:31]=[CH:30][C:29]([O:32][CH2:33][CH3:34])=[CH:28][CH:27]=3)=[O:25])[N:19]3[N:40]=[CH:41][C:42]([C:43]([O:45]CC)=[O:44])=[C:18]3[N:17]=2)[CH2:11][CH2:10]1)=[O:7])([CH3:4])([CH3:3])[CH3:2].[OH-].[Na+].Cl, predict the reaction product. (5) Given the reactants [NH:1]1[CH2:6][CH2:5][CH2:4][C@H:3]([NH:7][C:8]([C:10]2[C:14]3[N:15]=[CH:16][N:17]=[C:18]([C:19]4[C:27]5[O:26][CH2:25][O:24][C:23]=5[CH:22]=[CH:21][C:20]=4[O:28][CH2:29][CH:30]4[CH2:32][CH2:31]4)[C:13]=3[NH:12][CH:11]=2)=[O:9])[CH2:2]1.Cl[C:34]([C@@H:36]([O:38]C(=O)C)[CH3:37])=[O:35], predict the reaction product. The product is: [OH:38][C@@H:36]([CH3:37])[C:34]([N:1]1[CH2:6][CH2:5][CH2:4][C@H:3]([NH:7][C:8]([C:10]2[C:14]3[N:15]=[CH:16][N:17]=[C:18]([C:19]4[C:27]5[O:26][CH2:25][O:24][C:23]=5[CH:22]=[CH:21][C:20]=4[O:28][CH2:29][CH:30]4[CH2:31][CH2:32]4)[C:13]=3[NH:12][CH:11]=2)=[O:9])[CH2:2]1)=[O:35]. (6) The product is: [OH:34][C@@H:32]([C@H:10]1[C:9](=[O:35])[N:8]2[C:7]([C:5]([O:4][CH2:1][CH:2]=[CH2:3])=[O:6])=[C:13]([C:15]3[S:19][C:18]4=[C:20]([C:23]([C:25]5[CH:26]=[N:27][CH:28]=[CH:29][CH:30]=5)=[O:24])[N:21]=[CH:22][N:17]4[CH:16]=3)[C@H:12]([CH3:31])[C@H:11]12)[CH3:33]. Given the reactants [CH2:1]([O:4][C:5]([C:7](=P(C1C=CC=CC=1)(C1C=CC=CC=1)C1C=CC=CC=1)[N:8]1[C@H:11]([C@@H:12]([CH3:31])[C:13]([C:15]2[S:19][C:18]3=[C:20]([C:23]([C:25]4[CH:26]=[N:27][CH:28]=[CH:29][CH:30]=4)=[O:24])[N:21]=[CH:22][N:17]3[CH:16]=2)=O)[C@@H:10]([C@H:32]([OH:34])[CH3:33])[C:9]1=[O:35])=[O:6])[CH:2]=[CH2:3], predict the reaction product. (7) Given the reactants [C:1]([O:5][C:6]([N:8]1[CH2:13][CH2:12][N:11]([C:14]2[CH:15]=[N:16][C:17]([N+:20]([O-])=O)=[CH:18][CH:19]=2)[CH2:10][CH:9]1[CH3:23])=[O:7])([CH3:4])([CH3:3])[CH3:2].[H][H], predict the reaction product. The product is: [C:1]([O:5][C:6]([N:8]1[CH2:13][CH2:12][N:11]([C:14]2[CH:15]=[N:16][C:17]([NH2:20])=[CH:18][CH:19]=2)[CH2:10][CH:9]1[CH3:23])=[O:7])([CH3:4])([CH3:2])[CH3:3].